Predict which catalyst facilitates the given reaction. From a dataset of Catalyst prediction with 721,799 reactions and 888 catalyst types from USPTO. (1) Reactant: [C:1]([O:5][C:6]([N:8]1[CH2:13][CH2:12][C:11]([NH:16][CH2:17][C:18]2[C:26]3[C:25]([C:27]([OH:29])=O)=[CH:24][CH:23]=[N:22][C:21]=3[NH:20][CH:19]=2)([CH2:14][CH3:15])[CH2:10][CH2:9]1)=[O:7])([CH3:4])([CH3:3])[CH3:2].CN(C(ON1N=NC2C=CC=NC1=2)=[N+](C)C)C.F[P-](F)(F)(F)(F)F. Product: [CH2:14]([C:11]1([N:16]2[CH2:17][C:18]3=[CH:19][NH:20][C:21]4[C:26]3=[C:25]([CH:24]=[CH:23][N:22]=4)[C:27]2=[O:29])[CH2:12][CH2:13][N:8]([C:6]([O:5][C:1]([CH3:4])([CH3:3])[CH3:2])=[O:7])[CH2:9][CH2:10]1)[CH3:15]. The catalyst class is: 456. (2) Reactant: [Br:1][C:2]1[CH:7]=[CH:6][C:5]([C:8]2[CH:13]=[CH:12][C:11]([CH2:14]O)=[CH:10][CH:9]=2)=[CH:4][CH:3]=1.[Br:16]P(Br)(C1C=CC=CC=1)(C1C=CC=CC=1)C1C=CC=CC=1. Product: [Br:1][C:2]1[CH:7]=[CH:6][C:5]([C:8]2[CH:13]=[CH:12][C:11]([CH2:14][Br:16])=[CH:10][CH:9]=2)=[CH:4][CH:3]=1. The catalyst class is: 34. (3) Reactant: [CH:1]1[CH:6]=[N:5][CH:4]=[C:3]([CH2:7][C:8]([P:14]([OH:17])([OH:16])=[O:15])([P:10]([OH:13])([OH:12])=[O:11])[OH:9])[CH:2]=1.[P:18]([O-:22])([O-:21])([O-:20])=[O:19].[Ca+2].P([O-])([O-])([O-])=O.[Ca+2].[Ca+2].[OH-].[Na+].C1C=NC=C(CC(P(O)(O)=O)(P(O)(O)=O)O)C=1. Product: [CH:1]1[CH:6]=[N:5][CH:4]=[C:3]([CH2:7][C:8]([P:10]([OH:12])([OH:13])=[O:11])([P:14]([OH:17])([OH:16])=[O:15])[OH:9])[CH:2]=1.[P:18]([O-:22])([O-:21])([O-:20])=[O:19]. The catalyst class is: 6. (4) Reactant: [CH2:1]([O:3][C:4]([C:6]1[C:7](=[O:20])[N:8]([C:14]2[CH:19]=[CH:18][CH:17]=[CH:16][CH:15]=2)[C:9]([CH2:12][OH:13])=[CH:10][CH:11]=1)=[O:5])[CH3:2].CC(OI1(OC(C)=O)(OC(C)=O)OC(=O)C2C1=CC=CC=2)=O.C(=O)(O)[O-].[Na+]. Product: [CH2:1]([O:3][C:4]([C:6]1[C:7](=[O:20])[N:8]([C:14]2[CH:15]=[CH:16][CH:17]=[CH:18][CH:19]=2)[C:9]([CH:12]=[O:13])=[CH:10][CH:11]=1)=[O:5])[CH3:2]. The catalyst class is: 4.